Dataset: Catalyst prediction with 721,799 reactions and 888 catalyst types from USPTO. Task: Predict which catalyst facilitates the given reaction. Reactant: OC(C(F)(F)F)=O.[Cl:8][C:9]1[CH:10]=[CH:11][CH:12]=[C:13]2[C:22]=1[C:16]1([CH2:21][CH2:20][NH:19][CH2:18][CH2:17]1)[N:15]([CH2:23][C:24]1[CH:29]=[CH:28][C:27]([O:30][CH3:31])=[CH:26][CH:25]=1)[C:14]2=[S:32].C([O-])([O-])=O.[K+].[K+].[CH:39]12[CH2:48][CH:43]3[CH2:44][CH:45]([CH2:47][CH:41]([CH2:42]3)[CH:40]1[N:49]=[C:50]=[O:51])[CH2:46]2.NC(N)=O. Product: [Cl:8][C:9]1[CH:10]=[CH:11][CH:12]=[C:13]2[C:22]=1[C:16]1([CH2:21][CH2:20][N:19]([C:50]([NH:49][CH:40]3[CH:39]4[CH2:48][CH:43]5[CH2:44][CH:45]([CH2:47][CH:41]3[CH2:42]5)[CH2:46]4)=[O:51])[CH2:18][CH2:17]1)[N:15]([CH2:23][C:24]1[CH:25]=[CH:26][C:27]([O:30][CH3:31])=[CH:28][CH:29]=1)[C:14]2=[S:32]. The catalyst class is: 23.